Dataset: Forward reaction prediction with 1.9M reactions from USPTO patents (1976-2016). Task: Predict the product of the given reaction. (1) Given the reactants [H-].[Na+].[CH3:3][C:4]1[C:9]([O:10][CH3:11])=[CH:8][CH:7]=[CH:6][C:5]=1[N:12]1[C:16](=[O:17])[NH:15][N:14]=[N:13]1.[CH3:18]N(C)C=O.CI, predict the reaction product. The product is: [CH3:3][C:4]1[C:9]([O:10][CH3:11])=[CH:8][CH:7]=[CH:6][C:5]=1[N:12]1[C:16](=[O:17])[N:15]([CH3:18])[N:14]=[N:13]1. (2) The product is: [CH3:1][O:2][C:6]1[CH:11]=[C:10]([O:17][CH3:16])[CH:9]=[CH:8][C:7]=1[N+:13]([O-:15])=[O:14]. Given the reactants [CH3:1][O-:2].[Na+].[Na].Cl[C:6]1[CH:11]=[C:10](Cl)[CH:9]=[CH:8][C:7]=1[N+:13]([O-:15])=[O:14].[CH3:16][OH:17], predict the reaction product.